Task: Regression. Given a peptide amino acid sequence and an MHC pseudo amino acid sequence, predict their binding affinity value. This is MHC class II binding data.. Dataset: Peptide-MHC class II binding affinity with 134,281 pairs from IEDB (1) The peptide sequence is PRLLYAKSSPAYPSV. The MHC is DRB1_0401 with pseudo-sequence DRB1_0401. The binding affinity (normalized) is 0.812. (2) The peptide sequence is TFAATHNPWASQAG. The MHC is DRB3_0101 with pseudo-sequence DRB3_0101. The binding affinity (normalized) is 0.0285. (3) The peptide sequence is AKELVSDRPMMRYSV. The MHC is DRB1_0101 with pseudo-sequence DRB1_0101. The binding affinity (normalized) is 0.421. (4) The peptide sequence is GVMYNLWKMKTGRRG. The MHC is DRB1_0301 with pseudo-sequence DRB1_0301. The binding affinity (normalized) is 0.480. (5) The peptide sequence is YDFVENPDILRVYAN. The MHC is DRB1_0101 with pseudo-sequence DRB1_0101. The binding affinity (normalized) is 0.856.